This data is from Reaction yield outcomes from USPTO patents with 853,638 reactions. The task is: Predict the reaction yield, written as a fraction of the theoretical maximum amount of product (1.0 means a 100% yield; for example, 0.34 means a 34% yield). The reactants are [CH3:1][O:2][C:3]1[CH:4]=[C:5]([NH:15][C:16]([NH2:18])=[S:17])[CH:6]=[C:7]([C:9]2[CH:14]=[CH:13][CH:12]=[CH:11][CH:10]=2)[CH:8]=1.BrBr. The catalyst is C(Cl)(Cl)Cl. The product is [CH3:1][O:2][C:3]1[CH:8]=[C:7]([C:9]2[CH:14]=[CH:13][CH:12]=[CH:11][CH:10]=2)[C:6]2[S:17][C:16]([NH2:18])=[N:15][C:5]=2[CH:4]=1. The yield is 0.860.